Dataset: Forward reaction prediction with 1.9M reactions from USPTO patents (1976-2016). Task: Predict the product of the given reaction. (1) Given the reactants [Cl:1][C:2]1[C:7]([N+:8]([O-:10])=[O:9])=[CH:6][CH:5]=[CH:4][C:3]=1[OH:11].C(=O)([O-])[O-].[Cs+].[Cs+].[CH3:18][O:19][C:20](=[O:33])[CH:21](OS(C(F)(F)F)(=O)=O)[CH2:22][CH:23]=[CH2:24].[I-].[K+], predict the reaction product. The product is: [CH3:18][O:19][C:20](=[O:33])[CH:21]([O:11][C:3]1[CH:4]=[CH:5][CH:6]=[C:7]([N+:8]([O-:10])=[O:9])[C:2]=1[Cl:1])[CH2:22][CH:23]=[CH2:24]. (2) Given the reactants Br[C:2]1[CH:10]=[C:9]([F:11])[C:5](C(O)=O)=[C:4]([F:12])[CH:3]=1.S(Cl)(Cl)=O.C(=[NH:30])(C1C=CC=CC=1)C1C=CC=CC=1.[C:31](=[O:34])([O-])[O-].[Cs+].[Cs+].[CH3:37][OH:38], predict the reaction product. The product is: [NH2:30][C:2]1[CH:3]=[C:4]([F:12])[C:5]([C:37]([O:34][CH3:31])=[O:38])=[C:9]([F:11])[CH:10]=1. (3) Given the reactants Br[C:2]1[CH:7]=[CH:6][N:5]=[CH:4][C:3]=1[N:8]([CH3:25])[C:9](=[O:24])[C:10]1[CH:15]=[C:14]([C:16]([F:19])([F:18])[F:17])[CH:13]=[C:12]([C:20]([F:23])([F:22])[F:21])[CH:11]=1.[Cl:26][C:27]1[CH:28]=[C:29](B(O)O)[C:30]([O:33][CH3:34])=[N:31][CH:32]=1, predict the reaction product. The product is: [Cl:26][C:27]1[CH:28]=[C:29]([C:2]2[CH:7]=[CH:6][N:5]=[CH:4][C:3]=2[N:8]([CH3:25])[C:9](=[O:24])[C:10]2[CH:15]=[C:14]([C:16]([F:19])([F:18])[F:17])[CH:13]=[C:12]([C:20]([F:23])([F:22])[F:21])[CH:11]=2)[C:30]([O:33][CH3:34])=[N:31][CH:32]=1. (4) The product is: [CH2:5]([N:6]([CH3:10])[CH:7]=[N:15][C:13]1[C:12]([CH3:16])=[CH:11][C:10]2[N:6]([CH2:5][C:4](=[N:3][O:2][CH3:1])[CH2:17][O:18][C:19]3[CH:24]=[CH:23][CH:22]=[C:21]([C:25]([F:28])([F:27])[F:26])[CH:20]=3)[CH:7]=[N:8][C:9]=2[CH:14]=1)[CH3:4]. Given the reactants [CH3:1][O:2][N:3]=[C:4]([CH2:17][O:18][C:19]1[CH:24]=[CH:23][CH:22]=[C:21]([C:25]([F:28])([F:27])[F:26])[CH:20]=1)[CH2:5][N:6]1[C:10]2[CH:11]=[C:12]([CH3:16])[C:13]([NH2:15])=[CH:14][C:9]=2[N:8]=[CH:7]1, predict the reaction product.